From a dataset of Reaction yield outcomes from USPTO patents with 853,638 reactions. Predict the reaction yield, written as a fraction of the theoretical maximum amount of product (1.0 means a 100% yield; for example, 0.34 means a 34% yield). (1) The reactants are [NH2:1][C:2]1[C:7]([S:8]([N:11]([CH3:13])[CH3:12])(=[O:10])=[O:9])=[CH:6][C:5](Br)=[CH:4][N:3]=1.[CH3:15][C:16]1([CH3:32])[C:20]([CH3:22])([CH3:21])[O:19][B:18]([B:18]2[O:19][C:20]([CH3:22])([CH3:21])[C:16]([CH3:32])([CH3:15])[O:17]2)[O:17]1.C([O-])(=O)C.[K+]. The catalyst is O1CCOCC1. The product is [NH2:1][C:2]1[C:7]([S:8]([N:11]([CH3:13])[CH3:12])(=[O:10])=[O:9])=[CH:6][C:5]([B:18]2[O:19][C:20]([CH3:22])([CH3:21])[C:16]([CH3:32])([CH3:15])[O:17]2)=[CH:4][N:3]=1. The yield is 0.860. (2) The reactants are [CH2:1]([O:3][C:4]1[C:5]([N:18]2[C:27]3[C:22](=[CH:23][C:24]([S:28](OC4C(F)=C(F)C(F)=C(F)C=4F)(=[O:30])=[O:29])=[CH:25][CH:26]=3)[CH:21]=[CH:20][C:19]2=[O:43])=[CH:6][C:7]([F:17])=[C:8]([C:10]2[CH:15]=[CH:14][CH:13]=[C:12]([F:16])[CH:11]=2)[CH:9]=1)[CH3:2].[O:44]1[CH:48]=[CH:47][C:46]([NH2:49])=[N:45]1.C1COCC1.C[Si]([N-][Si](C)(C)C)(C)C.[Li+]. The catalyst is Cl.CCOC(C)=O. The product is [CH2:1]([O:3][C:4]1[C:5]([N:18]2[C:27]3[C:22](=[CH:23][C:24]([S:28]([NH:49][C:46]4[CH:47]=[CH:48][O:44][N:45]=4)(=[O:29])=[O:30])=[CH:25][CH:26]=3)[CH:21]=[CH:20][C:19]2=[O:43])=[CH:6][C:7]([F:17])=[C:8]([C:10]2[CH:15]=[CH:14][CH:13]=[C:12]([F:16])[CH:11]=2)[CH:9]=1)[CH3:2]. The yield is 0.810.